The task is: Regression/Classification. Given a drug SMILES string, predict its absorption, distribution, metabolism, or excretion properties. Task type varies by dataset: regression for continuous measurements (e.g., permeability, clearance, half-life) or binary classification for categorical outcomes (e.g., BBB penetration, CYP inhibition). For this dataset (vdss_lombardo), we predict log10(VDss) (log10 of volume of distribution in L/kg).. This data is from Volume of distribution at steady state (VDss) regression data from Lombardo et al.. (1) The drug is [NH3+]CCCCC(NC(CCc1ccccc1)C(=O)[O-])C(=O)N1CCCC1C(=O)[O-]. The log10(VDss) is -0.0500. (2) The compound is O=C([O-])C1N=C(c2ccccc2)c2cc(Cl)ccc2NC1=O. The log10(VDss) is -0.700. (3) The log10(VDss) is -0.660. The drug is COc1cc(CC2c3c(cc(OC)c(OC)c3OC)CC[N+]2(C)CCCOC(=O)CCC(=O)OCCC[N+]2(C)CCc3cc(OC)c(OC)c(OC)c3C2Cc2cc(OC)c(OC)c(OC)c2)cc(OC)c1OC. (4) The drug is CCc1[nH]c(=O)[nH]c1C(=O)c1ccncc1. The log10(VDss) is -0.190. (5) The drug is COC(=O)OC12COC1CC(O)C1(C)C(=O)C(OC(C)=O)C3=C(C)C(OC(=O)C(O)C(NC(=O)c4ccccc4)c4ccccc4)CC(O)(C(OC(=O)c4ccccc4)C21)C3(C)C. The log10(VDss) is 0.840. (6) The molecule is COc1cc2c(cc1OC)C(Cc1cc(OC)c(OC)c(OC)c1)[N+](C)(CCCOC(=O)CC/C=C\CCC(=O)OCCC[N+]1(C)CCc3cc(OC)c(OC)cc3C1Cc1cc(OC)c(OC)c(OC)c1)CC2. The log10(VDss) is -0.570.